Dataset: Full USPTO retrosynthesis dataset with 1.9M reactions from patents (1976-2016). Task: Predict the reactants needed to synthesize the given product. Given the product [C:1]([C:5]1[CH:10]=[CH:9][CH:8]=[CH:7][C:6]=1[N:11]1[CH2:16][CH2:15][N:14]([C:17]([C:19]2[N:20]=[C:21]([CH3:28])[N:22]([CH2:24][C:25]([OH:27])=[O:26])[CH:23]=2)=[O:18])[CH2:13][CH2:12]1)([CH3:4])([CH3:3])[CH3:2], predict the reactants needed to synthesize it. The reactants are: [C:1]([C:5]1[CH:10]=[CH:9][CH:8]=[CH:7][C:6]=1[N:11]1[CH2:16][CH2:15][N:14]([C:17]([C:19]2[N:20]=[C:21]([CH3:28])[N:22]([CH2:24][C:25]([O-:27])=[O:26])[CH:23]=2)=[O:18])[CH2:13][CH2:12]1)([CH3:4])([CH3:3])[CH3:2].[Li+].[OH-].Cl.